This data is from Forward reaction prediction with 1.9M reactions from USPTO patents (1976-2016). The task is: Predict the product of the given reaction. (1) Given the reactants C([Sn](CCCC)(CCCC)[C:6]1[CH:11]=[CH:10][C:9]([Sn](CCCC)(CCCC)CCCC)=[CH:8][CH:7]=1)CCC.Br[C:34]1[CH:39]=[CH:38][CH:37]=[CH:36][C:35]=1[NH:40][S:41]([CH2:44][CH2:45][CH2:46][CH2:47][CH2:48][CH2:49][CH2:50][CH2:51][CH2:52][CH2:53][CH2:54][CH3:55])(=[O:43])=[O:42], predict the reaction product. The product is: [C:34]1([C:36]2[CH:35]=[CH:34][C:39]([C:6]3[CH:7]=[CH:8][CH:9]=[CH:10][C:11]=3[NH:40][S:41]([CH2:44][CH2:45][CH2:46][CH2:47][CH2:48][CH2:49][CH2:50][CH2:51][CH2:52][CH2:53][CH2:54][CH3:55])(=[O:43])=[O:42])=[CH:38][CH:37]=2)[CH:39]=[CH:38][CH:37]=[CH:36][C:35]=1[NH:40][S:41]([CH2:44][CH2:45][CH2:46][CH2:47][CH2:48][CH2:49][CH2:50][CH2:51][CH2:52][CH2:53][CH2:54][CH3:55])(=[O:43])=[O:42]. (2) Given the reactants Cl[C:2]1[CH:7]=[CH:6][NH:5][C:4](=[O:8])[C:3]=1[C:9]1[NH:13][C:12]2[CH:14]=[C:15]([N:19]3[CH2:24][CH2:23][CH2:22][C:21]4([CH2:29][CH2:28][CH2:27][NH:26][CH2:25]4)[CH2:20]3)[CH:16]=[C:17]([CH3:18])[C:11]=2[N:10]=1.[NH2:30][CH2:31][C@H:32]([C:34]1[CH:39]=[CH:38][CH:37]=[C:36]([Cl:40])[CH:35]=1)[OH:33].CCN(CC)CC, predict the reaction product. The product is: [Cl:40][C:36]1[CH:35]=[C:34]([C@H:32]([OH:33])[CH2:31][NH:30][C:2]2[CH:7]=[CH:6][NH:5][C:4](=[O:8])[C:3]=2[C:9]2[NH:13][C:12]3[CH:14]=[C:15]([N:19]4[CH2:24][CH2:23][CH2:22][C:21]5([CH2:29][CH2:28][CH2:27][NH:26][CH2:25]5)[CH2:20]4)[CH:16]=[C:17]([CH3:18])[C:11]=3[N:10]=2)[CH:39]=[CH:38][CH:37]=1.